Dataset: Forward reaction prediction with 1.9M reactions from USPTO patents (1976-2016). Task: Predict the product of the given reaction. (1) Given the reactants [H-].[Na+].[I-].[CH3:4][S+](C)(C)=O.[CH3:9][C:10]1[N:25]=[C:13]2[CH:14]=[CH:15][CH:16]=[C:17](/[CH:18]=[CH:19]/[C:20]([O:22][CH2:23][CH3:24])=[O:21])[N:12]2[N:11]=1.O, predict the reaction product. The product is: [CH3:9][C:10]1[N:25]=[C:13]2[CH:14]=[CH:15][CH:16]=[C:17]([CH:18]3[CH2:4][CH:19]3[C:20]([O:22][CH2:23][CH3:24])=[O:21])[N:12]2[N:11]=1. (2) Given the reactants Br[C:2]1[C:7]([C:8]#[N:9])=[CH:6][N:5]=[CH:4][CH:3]=1.[F:10][C:11]1[CH:16]=[CH:15][C:14]([N+:17]([O-:19])=[O:18])=[CH:13][C:12]=1B1OC(C)(C)C(C)(C)O1.[F-].[K+].C(P(C(C)(C)C)C(C)(C)C)(C)(C)C, predict the reaction product. The product is: [F:10][C:11]1[CH:16]=[CH:15][C:14]([N+:17]([O-:19])=[O:18])=[CH:13][C:12]=1[C:2]1[C:7]([C:8]#[N:9])=[CH:6][N:5]=[CH:4][CH:3]=1. (3) Given the reactants [Cl:1][C:2]1[CH:11]=[CH:10][CH:9]=[C:8]2[C:3]=1[N:4]=[C:5]([C:21](Cl)=[O:22])[C:6](=[O:20])[N:7]2[C:12]1[CH:17]=[CH:16][C:15]([O:18][CH3:19])=[CH:14][CH:13]=1.[C:24]1(=[O:31])[CH2:29][CH2:28][CH2:27][C:26](=[O:30])[CH2:25]1.C(N(CC)CC)C.CC(C)(O)C#N, predict the reaction product. The product is: [Cl:1][C:2]1[CH:11]=[CH:10][CH:9]=[C:8]2[C:3]=1[N:4]=[C:5]([C:21]([C:25]1[C:26](=[O:30])[CH2:27][CH2:28][CH2:29][C:24]=1[OH:31])=[O:22])[C:6](=[O:20])[N:7]2[C:12]1[CH:13]=[CH:14][C:15]([O:18][CH3:19])=[CH:16][CH:17]=1. (4) Given the reactants [Cl:1][C:2]1[CH:7]=[CH:6][C:5]([C:8]2([CH:12]3[C:21]4[C:16](=[CH:17][CH:18]=[C:19]([O:22][CH2:23][CH2:24][NH:25][S:26]([C:29]5[CH:30]=[N:31][CH:32]=[CH:33][CH:34]=5)(=[O:28])=[O:27])[CH:20]=4)[CH2:15][CH2:14][NH:13]3)[CH2:11][CH2:10][CH2:9]2)=[CH:4][CH:3]=1.[ClH:35], predict the reaction product. The product is: [ClH:1].[ClH:35].[Cl:1][C:2]1[CH:7]=[CH:6][C:5]([C:8]2([CH:12]3[C:21]4[C:16](=[CH:17][CH:18]=[C:19]([O:22][CH2:23][CH2:24][NH:25][S:26]([CH:29]5[CH2:34][CH2:33][CH2:32][NH:31][CH2:30]5)(=[O:27])=[O:28])[CH:20]=4)[CH2:15][CH2:14][NH:13]3)[CH2:11][CH2:10][CH2:9]2)=[CH:4][CH:3]=1. (5) Given the reactants C(OC(=O)[NH:7][C:8]1[CH:13]=[CH:12][CH:11]=[CH:10][C:9]=1[NH:14][C:15]([C:17]1[S:21][C:20]2[CH:22]=[CH:23][C:24]([O:26][CH2:27][CH2:28][N:29]([CH3:31])[CH3:30])=[CH:25][C:19]=2[CH:18]=1)=[O:16])(C)(C)C.C(=O)(O)[O-].[Na+], predict the reaction product. The product is: [NH2:7][C:8]1[CH:13]=[CH:12][CH:11]=[CH:10][C:9]=1[NH:14][C:15]([C:17]1[S:21][C:20]2[CH:22]=[CH:23][C:24]([O:26][CH2:27][CH2:28][N:29]([CH3:31])[CH3:30])=[CH:25][C:19]=2[CH:18]=1)=[O:16]. (6) Given the reactants [NH2:1][C:2]1[CH:7]=[CH:6][CH:5]=[C:4]([CH2:8][CH3:9])[N:3]=1.C1C(=O)N([Br:17])C(=O)C1, predict the reaction product. The product is: [Br:17][C:5]1[CH:6]=[CH:7][C:2]([NH2:1])=[N:3][C:4]=1[CH2:8][CH3:9]. (7) Given the reactants [N:1]1[CH:6]=[CH:5][C:4](B(O)O)=[CH:3][CH:2]=1.FC(F)(F)S(O[C:16]1[C@@:20]2([CH3:36])[CH2:21][CH2:22][C@H:23]3[C@H:32]([C@@H:19]2[CH2:18][CH:17]=1)[CH2:31][CH:30]=[C:29]1[C@:24]3([CH3:35])[CH2:25][CH2:26][C:27](=[O:34])[N:28]1[CH3:33])(=O)=O, predict the reaction product. The product is: [CH3:33][N:28]1[C:29]2[C@@:24]([CH3:35])([C@H:23]3[CH2:22][CH2:21][C@@:20]4([CH3:36])[C@@H:19]([CH2:18][CH:17]=[C:16]4[C:4]4[CH:5]=[CH:6][N:1]=[CH:2][CH:3]=4)[C@@H:32]3[CH2:31][CH:30]=2)[CH2:25][CH2:26][C:27]1=[O:34].